This data is from Reaction yield outcomes from USPTO patents with 853,638 reactions. The task is: Predict the reaction yield, written as a fraction of the theoretical maximum amount of product (1.0 means a 100% yield; for example, 0.34 means a 34% yield). (1) The reactants are [C:1]1([P:7](Cl)(Cl)=[O:8])[CH:6]=[CH:5][CH:4]=[CH:3][CH:2]=1.[CH:11]([Mg]Br)=[CH2:12].[NH4+].[Cl-].[CH2:17]1COC[CH2:18]1. No catalyst specified. The product is [CH:17]([P:7](=[O:8])([CH:11]=[CH2:12])[C:1]1[CH:6]=[CH:5][CH:4]=[CH:3][CH:2]=1)=[CH2:18]. The yield is 0.750. (2) The yield is 0.240. The reactants are [NH:1]([C:3]1[CH:8]=[C:7]([C:9]([OH:11])=[O:10])[CH:6]=[CH:5][N:4]=1)[NH2:2].[CH:12]1([C:15](=O)[CH2:16][C:17](OCC)=[O:18])[CH2:14][CH2:13]1. The product is [CH:12]1([C:15]2[CH:16]=[C:17]([OH:18])[N:1]([C:3]3[CH:8]=[C:7]([CH:6]=[CH:5][N:4]=3)[C:9]([OH:11])=[O:10])[N:2]=2)[CH2:14][CH2:13]1. No catalyst specified. (3) The reactants are CS[C:3]1[CH:8]=[CH:7][C:6]([N:9]([CH2:31][C:32]2[CH:36]=[CH:35][S:34][CH:33]=2)[CH:10]2[CH2:15][CH2:14][N:13]([C@H:16]([CH3:30])[CH2:17][CH2:18][NH:19][C:20]([C:22]3[C:23]([CH3:29])=[N:24][CH:25]=[N:26][C:27]=3[CH3:28])=[O:21])[CH2:12][CH2:11]2)=[CH:5][CH:4]=1.O[O:38][S:39]([O-:41])=O.[K+].[CH3:43]O. The catalyst is O. The product is [CH3:43][S:39]([C:3]1[CH:4]=[CH:5][C:6]([N:9]([CH2:31][C:32]2[CH:36]=[CH:35][S:34][CH:33]=2)[CH:10]2[CH2:15][CH2:14][N:13]([C@H:16]([CH3:30])[CH2:17][CH2:18][NH:19][C:20]([C:22]3[C:27]([CH3:28])=[N:26][CH:25]=[N:24][C:23]=3[CH3:29])=[O:21])[CH2:12][CH2:11]2)=[CH:7][CH:8]=1)(=[O:41])=[O:38]. The yield is 0.230. (4) The reactants are Cl.[C:2](Cl)(=O)[C:3]1[CH:8]=[CH:7][N:6]=[CH:5][CH:4]=1.[CH3:11][NH:12][C:13](=[S:16])[NH:14][NH2:15].[OH-].[Na+].Cl. The catalyst is N1C=CC=CC=1. The product is [CH3:11][N:12]1[C:2]([C:3]2[CH:8]=[CH:7][N:6]=[CH:5][CH:4]=2)=[N:15][NH:14][C:13]1=[S:16]. The yield is 0.550. (5) The reactants are COC=CC1C=CC=CC=1[C:11]1[C:12]2[C:17]([C:18]3[CH:19]=[CH:20][CH:21]=[CH:22][C:23]=3[CH:24]=1)=[CH:16][CH:15]=[CH:14][CH:13]=2.C(=O)([O-])[O-].[K+].[K+]. The catalyst is CS(O)(=O)=O.ClCCl. The product is [CH:20]1[C:19]2[C:24]3[C:11]([C:12]4[C:17]([C:18]=2[CH:23]=[CH:22][CH:21]=1)=[CH:16][CH:15]=[CH:14][CH:13]=4)=[CH:14][CH:13]=[C:12]1[C:11]=3[CH:24]=[CH:23][CH:18]=[CH:17]1. The yield is 0.250. (6) The reactants are [NH2:1][N:2]1[CH:6]=[CH:5][CH:4]=[C:3]1[C:7]([O:9][CH3:10])=[O:8].[C:11]([O:15][C:16]([NH:18][C@@H:19]([CH3:23])[C:20](O)=[O:21])=[O:17])([CH3:14])([CH3:13])[CH3:12].C(N(C(C)C)CC)(C)C.C(P1(=O)OP(CCC)(=O)OP(CCC)(=O)O1)CC. The catalyst is C(OCC)(=O)C. The product is [C:11]([O:15][C:16]([NH:18][CH:19]([CH3:23])[C:20]([NH:1][N:2]1[CH:6]=[CH:5][CH:4]=[C:3]1[C:7]([O:9][CH3:10])=[O:8])=[O:21])=[O:17])([CH3:14])([CH3:13])[CH3:12]. The yield is 0.830. (7) The reactants are Br[C:2]1[C:11]([CH3:12])=[CH:10][C:5]2[N:6]=[C:7]([CH3:9])[O:8][C:4]=2[CH:3]=1.[NH2:13][C:14]1[CH:19]=[CH:18][C:17](B2OC(C)(C)C(C)(C)O2)=[CH:16][N:15]=1.[O-]P([O-])([O-])=O.[K+].[K+].[K+]. The catalyst is C(#N)C.O1CCOCC1.O.CC(P(C(C)(C)C)C1C=CC(N(C)C)=CC=1)(C)C.CC(P(C(C)(C)C)C1C=CC(N(C)C)=CC=1)(C)C.Cl[Pd]Cl. The product is [CH3:9][C:7]1[O:8][C:4]2[CH:3]=[C:2]([C:17]3[CH:18]=[CH:19][C:14]([NH2:13])=[N:15][CH:16]=3)[C:11]([CH3:12])=[CH:10][C:5]=2[N:6]=1. The yield is 0.810.